From a dataset of Drug-target binding data from BindingDB using IC50 measurements. Regression. Given a target protein amino acid sequence and a drug SMILES string, predict the binding affinity score between them. We predict pIC50 (pIC50 = -log10(IC50 in M); higher means more potent). Dataset: bindingdb_ic50. (1) The small molecule is CNC(=O)Nc1sc2ccccc2c1C(=O)N1CCC(N2CCCC3(C2)C(=O)N2CCCCN2C3=O)CC1. The target protein (Q13085) has sequence MDEPSPLAQPLELNQHSRFIIGSVSEDNSEDEISNLVKLDLLEEKEGSLSPASVGSDTLSDLGISSLQDGLALHIRSSMSGLHLVKQGRDRKKIDSQRDFTVASPAEFVTRFGGNKVIEKVLIANNGIAAVKCMRSIRRWSYEMFRNERAIRFVVMVTPEDLKANAEYIKMADHYVPVPGGPNNNNYANVELILDIAKRIPVQAVWAGWGHASENPKLPELLLKNGIAFMGPPSQAMWALGDKIASSIVAQTAGIPTLPWSGSGLRVDWQENDFSKRILNVPQELYEKGYVKDVDDGLQAAEEVGYPVMIKASEGGGGKGIRKVNNADDFPNLFRQVQAEVPGSPIFVMRLAKQSRHLEVQILADQYGNAISLFGRDCSVQRRHQKIIEEAPATIATPAVFEHMEQCAVKLAKMVGYVSAGTVEYLYSQDGSFYFLELNPRLQVEHPCTEMVADVNLPAAQLQIAMGIPLYRIKDIRMMYGVSPWGDSPIDFEDSAHVPC.... The pIC50 is 6.7. (2) The compound is O=c1[nH]nc(C2CCCCC2)cc1O. The target protein (P18894) has sequence MRVAVIGAGVIGLSTALCIHERYHPTQPLHMKIYADRFTPFTTSDVAAGLWQPYLSDPSNPQEAEWSQQTFDYLLSCLHSPNAEKMGLALISGYNLFRDEVPDPFWKNAVLGFRKLTPSEMDLFPDYGYGWFNTSLLLEGKSYLPWLTERLTERGVKLIHRKVESLEEVARGVDVIINCTGVWAGALQADASLQPGRGQIIQVEAPWIKHFILTHDPSLGIYNSPYIIPGSKTVTLGGIFQLGNWSGLNSVRDHNTIWKSCCKLEPTLKNARIVGELTGFRPVRPQVRLEREWLRHGSSSAEVIHNYGHGGYGLTIHWGCAMEAANLFGKILEEKKLSRLPPSHL. The pIC50 is 6.0. (3) The drug is COc1cccc(Cn2cnc3cc(C(=O)O)ccc32)c1. The pIC50 is 3.7. The target protein sequence is MMFNFPNTRLRRRRSSKWVRNLTSESALSVNDLIFPLFVHDREETTELVSSLPGMKCYSIDGLVSIAQEAEDLGINAVAIFPVVDSKLKSENAEEAYNSDNLICKAIRAIKLKVPGIGIIADVALDPYTTHGHDGILKSNQIDVENDKTVSILCKQALALAKAGCNIVASSDMMDGRVGRIRKVLDDNNLQDVSILSYAVKYCSSFYAPFRQIVGSCVSSNSIDKSGYQMDYRNAREAICEIEMDLNEGADFIMVKPGMPYLDIIKMASDEFNFPIFAYQVSGEYAMIKAATNNGWLDYDKVIYESLVGFKRAGASAIFTYAALDVAKNLR. (4) The small molecule is COCCN(C)CCN1CCC(n2cc(-c3cccc(OC)c3)c3c(N)ncnc32)CC1. The target protein (P00523) has sequence MGSSKSKPKDPSQRRRSLEPPDSTHHGGFPASQTPNKTAAPDTHRTPSRSFGTVATEPKLFGGFNTSDTVTSPQRAGALAGGVTTFVALYDYESRTETDLSFKKGERLQIVNNTEGDWWLAHSLTTGQTGYIPSNYVAPSDSIQAEEWYFGKITRRESERLLLNPENPRGTFLVRESETTKGAYCLSVSDFDNAKGLNVKHYKIRKLDSGGFYITSRTQFSSLQQLVAYYSKHADGLCHRLTNVCPTSKPQTQGLAKDAWEIPRESLRLEVKLGQGCFGEVWMGTWNGTTRVAIKTLKPGTMSPEAFLQEAQVMKKLRHEKLVQLYAVVSEEPIYIVTEYMSKGSLLDFLKGEMGKYLRLPQLVDMAAQIASGMAYVERMNYVHRDLRAANILVGENLVCKVADFGLARLIEDNEYTARQGAKFPIKWTAPEAALYGRFTIKSDVWSFGILLTELTTKGRVPYPGMVNREVLDQVERGYRMPCPPECPESLHDLMCQCWR.... The pIC50 is 6.3. (5) The drug is CC(C)Cc1c(C(=O)C(N)=O)c2c(OCC(=O)NS(=O)(=O)c3ccccc3)cc3ccccc3c2n1Cc1ccccc1. The target protein (Q9QZT4) has sequence MKKFFAIAVLAGSVVTTAHSSLLNLKSMVEAITHRNSILSFVGYGCYCGLGGRGHPMDEVDWCCHAHDCCYEKLFEQGCRPYVDHYDHRIENGTMIVCTELNETECDKQTCECDKSLTLCLKDHPYRNKYRGYFNVYCQGPTPNCSIYDPYPEEVTCGHGLPATPVST. The pIC50 is 6.3.